From a dataset of Forward reaction prediction with 1.9M reactions from USPTO patents (1976-2016). Predict the product of the given reaction. (1) Given the reactants Cl.[NH2:2][C@@H:3]1[CH2:8][CH2:7][C@H:6]([NH:9][C:10]([C:12]2[C:16]3[N:17]=[CH:18][N:19]=[C:20]([C:21]4[CH:26]=[C:25]([CH3:27])[C:24]([F:28])=[CH:23][C:22]=4[O:29][CH2:30][CH:31]4[CH2:33][CH2:32]4)[C:15]=3[NH:14][C:13]=2[CH3:34])=[O:11])[CH2:5][CH2:4]1.C([O:38][C@@H:39]([CH3:43])[C:40](Cl)=[O:41])(=O)C, predict the reaction product. The product is: [CH:31]1([CH2:30][O:29][C:22]2[CH:23]=[C:24]([F:28])[C:25]([CH3:27])=[CH:26][C:21]=2[C:20]2[C:15]3[NH:14][C:13]([CH3:34])=[C:12]([C:10]([NH:9][C@H:6]4[CH2:7][CH2:8][C@@H:3]([NH:2][C:40](=[O:41])[C@@H:39]([OH:38])[CH3:43])[CH2:4][CH2:5]4)=[O:11])[C:16]=3[N:17]=[CH:18][N:19]=2)[CH2:32][CH2:33]1. (2) Given the reactants FC1C=C(C2N=C(SC)N=C(N3CCOC[C@@H]3C)C=2)C=NC=1.Cl[C:24]1[CH:29]=[C:28]([C:30]2[CH:35]=[C:34]([F:36])[CH:33]=[CH:32][C:31]=2[S:37]([CH3:40])(=[O:39])=[O:38])[N:27]=[C:26]([N:41]2[CH2:46][CH2:45][O:44][CH2:43][C@@H:42]2[CH3:47])[N:25]=1.[CH:48]1([NH:51][C:52](=[O:69])[NH:53][C:54]2[CH:59]=[CH:58][C:57](B3OC(C)(C)C(C)(C)O3)=[CH:56][CH:55]=2)[CH2:50][CH2:49]1, predict the reaction product. The product is: [CH:48]1([NH:51][C:52]([NH:53][C:54]2[CH:59]=[CH:58][C:57]([C:24]3[CH:29]=[C:28]([C:30]4[CH:35]=[C:34]([F:36])[CH:33]=[CH:32][C:31]=4[S:37]([CH3:40])(=[O:39])=[O:38])[N:27]=[C:26]([N:41]4[CH2:46][CH2:45][O:44][CH2:43][C@@H:42]4[CH3:47])[N:25]=3)=[CH:56][CH:55]=2)=[O:69])[CH2:50][CH2:49]1.